This data is from Forward reaction prediction with 1.9M reactions from USPTO patents (1976-2016). The task is: Predict the product of the given reaction. (1) Given the reactants [F:1][C:2]1[CH:20]=[CH:19][CH:18]=[CH:17][C:3]=1[C:4]([NH:6][C:7]1[CH:12]=[CH:11][C:10]([C:13]([NH:15][NH2:16])=[O:14])=[CH:9][CH:8]=1)=[O:5].[OH-].[K+].[C:23](=S)=[S:24].Cl, predict the reaction product. The product is: [F:1][C:2]1[CH:20]=[CH:19][CH:18]=[CH:17][C:3]=1[C:4]([NH:6][C:7]1[CH:8]=[CH:9][C:10]([C:13]2[O:14][C:23](=[S:24])[NH:16][N:15]=2)=[CH:11][CH:12]=1)=[O:5]. (2) Given the reactants C(OC([N:8]1[CH2:13][CH2:12][N:11]([CH2:14][C:15]([O:17][CH2:18][CH3:19])=[O:16])[CH2:10][CH2:9]1)=O)(C)(C)C.C(=O)(O)[O-].[Na+], predict the reaction product. The product is: [CH2:18]([O:17][C:15](=[O:16])[CH2:14][N:11]1[CH2:12][CH2:13][NH:8][CH2:9][CH2:10]1)[CH3:19]. (3) Given the reactants [S:1]1[CH:5]=[CH:4][N:3]=[CH:2]1.[C:6](OCC)(=[O:12])[C:7]([O:9][CH2:10][CH3:11])=[O:8].C([Li])CCC, predict the reaction product. The product is: [O:12]=[C:6]([C:2]1[S:1][CH:5]=[CH:4][N:3]=1)[C:7]([O:9][CH2:10][CH3:11])=[O:8]. (4) Given the reactants Cl.[Cl:2][CH2:3][CH2:4][NH:5][CH2:6][CH2:7][Cl:8].CCN(CC)CC.[C:16]1([CH3:26])[CH:21]=[CH:20][C:19]([S:22](Cl)(=[O:24])=[O:23])=[CH:18][CH:17]=1, predict the reaction product. The product is: [Cl:2][CH2:3][CH2:4][N:5]([CH2:6][CH2:7][Cl:8])[S:22]([C:19]1[CH:20]=[CH:21][C:16]([CH3:26])=[CH:17][CH:18]=1)(=[O:24])=[O:23]. (5) Given the reactants [CH2:1]([N:8]1[CH2:12][C@H:11]([CH3:13])[C@@H:10]([C:14]([NH:16][CH:17]2[CH2:19][CH2:18]2)=O)[CH2:9]1)[C:2]1[CH:7]=[CH:6][CH:5]=[CH:4][CH:3]=1.C([O-])([O-])=O.[Na+].[Na+], predict the reaction product. The product is: [CH2:1]([N:8]1[CH2:12][C@H:11]([CH3:13])[C@@H:10]([CH2:14][NH:16][CH:17]2[CH2:19][CH2:18]2)[CH2:9]1)[C:2]1[CH:3]=[CH:4][CH:5]=[CH:6][CH:7]=1. (6) Given the reactants [CH3:1][O:2][C:3]1[CH:4]=[C:5]([C@@H:11]([N:16]2[CH2:24][C:23]3[C:18](=[CH:19][CH:20]=[CH:21][CH:22]=3)[C:17]2=[O:25])[CH2:12][C:13](O)=[O:14])[CH:6]=[CH:7][C:8]=1[O:9][CH3:10].C1COCC1.C1N=C[N:33](C(N2C=NC=C2)=O)C=1.N, predict the reaction product. The product is: [CH3:1][O:2][C:3]1[CH:4]=[C:5]([C@H:11]([N:16]2[CH2:24][C:23]3[C:18](=[CH:19][CH:20]=[CH:21][CH:22]=3)[C:17]2=[O:25])[CH2:12][C:13]([NH2:33])=[O:14])[CH:6]=[CH:7][C:8]=1[O:9][CH3:10]. (7) Given the reactants C(OC([N:8]1[CH2:13][CH2:12][CH:11]([O:14][C:15]2[C:16]([C:31]([O:33][CH3:34])=[O:32])=[N:17][N:18]([C:22]3[CH:27]=[CH:26][C:25]([C:28]#[N:29])=[C:24]([F:30])[CH:23]=3)[C:19](=[O:21])[CH:20]=2)[CH2:10][CH2:9]1)=O)(C)(C)C.[ClH:35].O1CCOCC1.CCOCC, predict the reaction product. The product is: [ClH:35].[C:28]([C:25]1[CH:26]=[CH:27][C:22]([N:18]2[C:19](=[O:21])[CH:20]=[C:15]([O:14][CH:11]3[CH2:10][CH2:9][NH:8][CH2:13][CH2:12]3)[C:16]([C:31]([O:33][CH3:34])=[O:32])=[N:17]2)=[CH:23][C:24]=1[F:30])#[N:29].